This data is from CYP3A4 inhibition data for predicting drug metabolism from PubChem BioAssay. The task is: Regression/Classification. Given a drug SMILES string, predict its absorption, distribution, metabolism, or excretion properties. Task type varies by dataset: regression for continuous measurements (e.g., permeability, clearance, half-life) or binary classification for categorical outcomes (e.g., BBB penetration, CYP inhibition). Dataset: cyp3a4_veith. (1) The drug is COc1ccc2c(c1OC)CN1CCc3cc4c(cc3[C@H]1C2)OCO4. The result is 1 (inhibitor). (2) The compound is COc1cccc(-c2nc(NCc3cccnc3)c3ccccc3n2)c1. The result is 1 (inhibitor). (3) The compound is C/C(=N\NC(N)=O)c1ccc(Cl)cc1. The result is 0 (non-inhibitor). (4) The molecule is COC(=O)[C@@H]1CC[C@H](C)[C@@H](c2ccc(C)cc2)N1C(=O)c1ccc(/C=N\O[C@@H]2O[C@H](COC(C)=O)[C@H](OC(C)=O)[C@H](OC(C)=O)[C@H]2OC(C)=O)cc1. The result is 0 (non-inhibitor). (5) The drug is NC[C@H](CS(=O)(=O)O)c1ccc(Cl)cc1. The result is 0 (non-inhibitor).